From a dataset of Forward reaction prediction with 1.9M reactions from USPTO patents (1976-2016). Predict the product of the given reaction. (1) Given the reactants Br.C([O:4][P:5]([CH2:10][CH2:11][CH2:12][N:13]([CH3:30])[CH2:14][CH2:15][CH2:16][CH2:17][CH2:18][CH2:19][CH2:20][CH2:21][CH2:22][CH2:23][CH2:24][CH2:25][CH2:26][CH2:27][CH2:28][CH3:29])(=[O:9])[O:6]CC)C.Br[Si](C)(C)C.C([Si](C)(C)C)C=C, predict the reaction product. The product is: [CH3:30][N:13]([CH2:12][CH2:11][CH2:10][P:5](=[O:4])([OH:9])[OH:6])[CH2:14][CH2:15][CH2:16][CH2:17][CH2:18][CH2:19][CH2:20][CH2:21][CH2:22][CH2:23][CH2:24][CH2:25][CH2:26][CH2:27][CH2:28][CH3:29]. (2) Given the reactants [NH2:1][C:2]1[C:3]([C:7]2[NH:23][C:10]3=[CH:11][C:12]4[C:13]([CH3:22])([CH3:21])[C:14](=[O:20])[N:15]([CH2:18][CH3:19])[C:16]=4[CH:17]=[C:9]3[N:8]=2)=[N:4][NH:5][CH:6]=1.[F:24][C:25]1[CH:26]=[C:27]([CH:31]=[CH:32][C:33]=1[F:34])[C:28](Cl)=[O:29], predict the reaction product. The product is: [CH2:18]([N:15]1[C:16]2[CH:17]=[C:9]3[N:8]=[C:7]([C:3]4[C:2]([NH:1][C:28](=[O:29])[C:27]5[CH:31]=[CH:32][C:33]([F:34])=[C:25]([F:24])[CH:26]=5)=[CH:6][NH:5][N:4]=4)[NH:23][C:10]3=[CH:11][C:12]=2[C:13]([CH3:22])([CH3:21])[C:14]1=[O:20])[CH3:19]. (3) Given the reactants [CH2:1]([CH:4]1[CH2:8][N:7]([CH2:9][C:10]2[CH:11]=[C:12]3[CH:18]=[CH:17][N:16]([Si](C(C)C)(C(C)C)C(C)C)[C:13]3=[N:14][CH:15]=2)[C:6](=[O:29])[CH2:5]1)[CH2:2][CH3:3].[F-].C([N+](CCCC)(CCCC)CCCC)CCC.CCOCC.O, predict the reaction product. The product is: [CH2:1]([CH:4]1[CH2:8][N:7]([CH2:9][C:10]2[CH:11]=[C:12]3[CH:18]=[CH:17][NH:16][C:13]3=[N:14][CH:15]=2)[C:6](=[O:29])[CH2:5]1)[CH2:2][CH3:3]. (4) Given the reactants [C:1]([O:5][C:6](=[O:26])[NH:7][C@H:8]([C:18]1[C:23]([Br:24])=[CH:22][CH:21]=[C:20](Br)[N:19]=1)[CH2:9][C:10]1[CH:15]=[C:14]([F:16])[CH:13]=[C:12]([F:17])[CH:11]=1)([CH3:4])([CH3:3])[CH3:2].C[Si]([C:31]#[C:32][C:33]1([OH:37])[CH2:36][O:35][CH2:34]1)(C)C.C(N(CC)CC)C.CCCC[N+](CCCC)(CCCC)CCCC.[F-], predict the reaction product. The product is: [C:1]([O:5][C:6](=[O:26])[NH:7][C@H:8]([C:18]1[C:23]([Br:24])=[CH:22][CH:21]=[C:20]([C:31]#[C:32][C:33]2([OH:37])[CH2:36][O:35][CH2:34]2)[N:19]=1)[CH2:9][C:10]1[CH:15]=[C:14]([F:16])[CH:13]=[C:12]([F:17])[CH:11]=1)([CH3:4])([CH3:3])[CH3:2].